Dataset: NCI-60 drug combinations with 297,098 pairs across 59 cell lines. Task: Regression. Given two drug SMILES strings and cell line genomic features, predict the synergy score measuring deviation from expected non-interaction effect. (1) Drug 1: C#CCC(CC1=CN=C2C(=N1)C(=NC(=N2)N)N)C3=CC=C(C=C3)C(=O)NC(CCC(=O)O)C(=O)O. Drug 2: B(C(CC(C)C)NC(=O)C(CC1=CC=CC=C1)NC(=O)C2=NC=CN=C2)(O)O. Cell line: 786-0. Synergy scores: CSS=45.1, Synergy_ZIP=3.95, Synergy_Bliss=1.83, Synergy_Loewe=-6.51, Synergy_HSA=-5.17. (2) Drug 1: COC1=CC(=CC(=C1O)OC)C2C3C(COC3=O)C(C4=CC5=C(C=C24)OCO5)OC6C(C(C7C(O6)COC(O7)C8=CC=CS8)O)O. Drug 2: CCC1(CC2CC(C3=C(CCN(C2)C1)C4=CC=CC=C4N3)(C5=C(C=C6C(=C5)C78CCN9C7C(C=CC9)(C(C(C8N6C=O)(C(=O)OC)O)OC(=O)C)CC)OC)C(=O)OC)O.OS(=O)(=O)O. Cell line: T-47D. Synergy scores: CSS=41.5, Synergy_ZIP=-12.7, Synergy_Bliss=-2.38, Synergy_Loewe=-0.264, Synergy_HSA=0.488. (3) Drug 1: CCCS(=O)(=O)NC1=C(C(=C(C=C1)F)C(=O)C2=CNC3=C2C=C(C=N3)C4=CC=C(C=C4)Cl)F. Drug 2: C(CCl)NC(=O)N(CCCl)N=O. Cell line: HCT-15. Synergy scores: CSS=6.12, Synergy_ZIP=0.906, Synergy_Bliss=6.21, Synergy_Loewe=3.20, Synergy_HSA=3.61. (4) Drug 1: C1CCN(CC1)CCOC2=CC=C(C=C2)C(=O)C3=C(SC4=C3C=CC(=C4)O)C5=CC=C(C=C5)O. Drug 2: CC1C(C(CC(O1)OC2CC(CC3=C2C(=C4C(=C3O)C(=O)C5=C(C4=O)C(=CC=C5)OC)O)(C(=O)CO)O)N)O.Cl. Cell line: TK-10. Synergy scores: CSS=41.3, Synergy_ZIP=2.75, Synergy_Bliss=4.18, Synergy_Loewe=5.14, Synergy_HSA=4.76. (5) Drug 1: C1CC(C1)(C(=O)O)C(=O)O.[NH2-].[NH2-].[Pt+2]. Cell line: ACHN. Synergy scores: CSS=44.2, Synergy_ZIP=0.389, Synergy_Bliss=3.95, Synergy_Loewe=-12.5, Synergy_HSA=4.44. Drug 2: CCCCC(=O)OCC(=O)C1(CC(C2=C(C1)C(=C3C(=C2O)C(=O)C4=C(C3=O)C=CC=C4OC)O)OC5CC(C(C(O5)C)O)NC(=O)C(F)(F)F)O. (6) Drug 1: CNC(=O)C1=CC=CC=C1SC2=CC3=C(C=C2)C(=NN3)C=CC4=CC=CC=N4. Drug 2: C1CCC(CC1)NC(=O)N(CCCl)N=O. Cell line: OVCAR-8. Synergy scores: CSS=29.3, Synergy_ZIP=15.4, Synergy_Bliss=17.3, Synergy_Loewe=15.0, Synergy_HSA=15.2. (7) Drug 1: CN(C)C1=NC(=NC(=N1)N(C)C)N(C)C. Drug 2: C1CC(C1)(C(=O)O)C(=O)O.[NH2-].[NH2-].[Pt+2]. Cell line: U251. Synergy scores: CSS=25.1, Synergy_ZIP=0.519, Synergy_Bliss=-1.000, Synergy_Loewe=-15.5, Synergy_HSA=-2.85. (8) Drug 1: C1=CN(C(=O)N=C1N)C2C(C(C(O2)CO)O)O.Cl. Drug 2: CNC(=O)C1=NC=CC(=C1)OC2=CC=C(C=C2)NC(=O)NC3=CC(=C(C=C3)Cl)C(F)(F)F. Cell line: CCRF-CEM. Synergy scores: CSS=61.2, Synergy_ZIP=1.75, Synergy_Bliss=0.257, Synergy_Loewe=-19.2, Synergy_HSA=-2.45. (9) Drug 1: COC1=CC(=CC(=C1O)OC)C2C3C(COC3=O)C(C4=CC5=C(C=C24)OCO5)OC6C(C(C7C(O6)COC(O7)C8=CC=CS8)O)O. Drug 2: CC12CCC3C(C1CCC2O)C(CC4=C3C=CC(=C4)O)CCCCCCCCCS(=O)CCCC(C(F)(F)F)(F)F. Cell line: NCI-H226. Synergy scores: CSS=24.1, Synergy_ZIP=-5.22, Synergy_Bliss=-1.70, Synergy_Loewe=-3.15, Synergy_HSA=0.979.